Predict which catalyst facilitates the given reaction. From a dataset of Catalyst prediction with 721,799 reactions and 888 catalyst types from USPTO. (1) Reactant: COC1C=CC(C[N:8]2[C:12]3[N:13]=[CH:14][C:15]4[CH2:16][CH:17]([NH:21][S:22]([C:25]5[CH:30]=[CH:29][CH:28]=[CH:27][CH:26]=5)(=[O:24])=[O:23])[CH2:18][CH2:19][C:20]=4[C:11]=3[CH:10]=[N:9]2)=CC=1.FC(F)(F)C(O)=O. Product: [CH:10]1[C:11]2[C:20]3[CH2:19][CH2:18][CH:17]([NH:21][S:22]([C:25]4[CH:30]=[CH:29][CH:28]=[CH:27][CH:26]=4)(=[O:23])=[O:24])[CH2:16][C:15]=3[CH:14]=[N:13][C:12]=2[NH:8][N:9]=1. The catalyst class is: 11. (2) Reactant: [Cl:1][C:2]1[CH:7]=[CH:6][C:5]([C:8]2[CH:23]=[CH:22][C:11]3[NH:12][C:13](=[O:21])[CH:14]4[CH2:20][NH:19][CH2:18][CH2:17][N:15]4[CH2:16][C:10]=3[CH:9]=2)=[CH:4][CH:3]=1.CCN([CH:30]([CH3:32])[CH3:31])C(C)C.[CH:33]1C=C2N=NN(O)C2=CC=1.O.CN([CH:47]=[O:48])C.[C:49](OCC)(=[O:51])C. Product: [Cl:1][C:2]1[CH:3]=[CH:4][C:5]([C:8]2[CH:23]=[CH:22][C:11]3[NH:12][C:13](=[O:21])[CH:14]4[CH2:20][N:19]([C:47](=[O:48])[C@@H:49]([OH:51])[C:30]([CH3:31])([CH3:32])[CH3:33])[CH2:18][CH2:17][N:15]4[CH2:16][C:10]=3[CH:9]=2)=[CH:6][CH:7]=1. The catalyst class is: 374.